This data is from Catalyst prediction with 721,799 reactions and 888 catalyst types from USPTO. The task is: Predict which catalyst facilitates the given reaction. Reactant: [CH:1]([O:4][C:5]1[C:6](=[O:23])[C:7](=[O:22])[C:8]=1[Sn](CCCC)(CCCC)CCCC)([CH3:3])[CH3:2].I[C:25]1[CH:30]=[CH:29][C:28]([O:31][CH3:32])=[CH:27][CH:26]=1.C(OCC)C.C. Product: [CH:1]([O:4][C:5]1[C:6](=[O:23])[C:7](=[O:22])[C:8]=1[C:25]1[CH:30]=[CH:29][C:28]([O:31][CH3:32])=[CH:27][CH:26]=1)([CH3:2])[CH3:3]. The catalyst class is: 42.